From a dataset of Forward reaction prediction with 1.9M reactions from USPTO patents (1976-2016). Predict the product of the given reaction. (1) Given the reactants [NH2:1][C:2](=[N:54][C:55](=[O:62])[C:56]1[CH:61]=[CH:60][CH:59]=[CH:58][CH:57]=1)[C:3]1[CH:8]=[CH:7][C:6]([NH:9][C@@H:10]([C:32]2[N:36]=[C:35]([O:37][CH2:38][O:39][C:40](=[O:47])[C:41]([CH3:46])([CH3:45])[CH2:42][O:43][CH3:44])[N:34]([C:48]3[N:53]=[CH:52][CH:51]=[CH:50][N:49]=3)[N:33]=2)[C:11]2[C:12]([F:31])=[C:13]([CH:26]=[C:27]([O:29][CH3:30])[CH:28]=2)[O:14][CH2:15][CH2:16][O:17][C:18]([C:20]2[CH:25]=[CH:24][N:23]=[CH:22][CH:21]=2)=[O:19])=[CH:5][CH:4]=1.[Cl:63]CCl.C(OCC)(=O)C.Cl, predict the reaction product. The product is: [ClH:63].[NH2:1][C:2](=[N:54][C:55](=[O:62])[C:56]1[CH:61]=[CH:60][CH:59]=[CH:58][CH:57]=1)[C:3]1[CH:4]=[CH:5][C:6]([NH:9][C@@H:10]([C:32]2[N:36]=[C:35]([O:37][CH2:38][O:39][C:40](=[O:47])[C:41]([CH3:46])([CH3:45])[CH2:42][O:43][CH3:44])[N:34]([C:48]3[N:53]=[CH:52][CH:51]=[CH:50][N:49]=3)[N:33]=2)[C:11]2[C:12]([F:31])=[C:13]([CH:26]=[C:27]([O:29][CH3:30])[CH:28]=2)[O:14][CH2:15][CH2:16][O:17][C:18]([C:20]2[CH:21]=[CH:22][N:23]=[CH:24][CH:25]=2)=[O:19])=[CH:7][CH:8]=1. (2) Given the reactants [CH3:1][C:2]1[CH:10]=[C:9]2[C:5]([CH:6]=[N:7][NH:8]2)=[CH:4][CH:3]=1.[H-].[Na+].Br[CH2:14][C@H:15]([CH3:18])[CH2:16][OH:17], predict the reaction product. The product is: [CH3:1][C:2]1[CH:10]=[C:9]2[C:5]([CH:6]=[N:7][N:8]2[CH2:14][C@@H:15]([CH3:18])[CH2:16][OH:17])=[CH:4][CH:3]=1.